Regression. Given a peptide amino acid sequence and an MHC pseudo amino acid sequence, predict their binding affinity value. This is MHC class II binding data. From a dataset of Peptide-MHC class II binding affinity with 134,281 pairs from IEDB. (1) The peptide sequence is LSFAAALNGLAGPLH. The MHC is DRB4_0101 with pseudo-sequence DRB4_0103. The binding affinity (normalized) is 0.383. (2) The peptide sequence is NRIMADGGSIQNTNL. The MHC is DRB5_0101 with pseudo-sequence DRB5_0101. The binding affinity (normalized) is 0.0880. (3) The peptide sequence is GAVFLGFLGAAGSTMG. The MHC is DRB1_0701 with pseudo-sequence DRB1_0701. The binding affinity (normalized) is 0.495. (4) The MHC is DRB1_0802 with pseudo-sequence DRB1_0802. The binding affinity (normalized) is 0.182. The peptide sequence is GKSSFCDICGEELPT.